This data is from Merck oncology drug combination screen with 23,052 pairs across 39 cell lines. The task is: Regression. Given two drug SMILES strings and cell line genomic features, predict the synergy score measuring deviation from expected non-interaction effect. (1) Drug 1: N.N.O=C(O)C1(C(=O)O)CCC1.[Pt]. Drug 2: COC1CC2CCC(C)C(O)(O2)C(=O)C(=O)N2CCCCC2C(=O)OC(C(C)CC2CCC(OP(C)(C)=O)C(OC)C2)CC(=O)C(C)C=C(C)C(O)C(OC)C(=O)C(C)CC(C)C=CC=CC=C1C. Cell line: PA1. Synergy scores: synergy=12.6. (2) Drug 1: NC1(c2ccc(-c3nc4ccn5c(=O)[nH]nc5c4cc3-c3ccccc3)cc2)CCC1. Drug 2: Cc1nc(Nc2ncc(C(=O)Nc3c(C)cccc3Cl)s2)cc(N2CCN(CCO)CC2)n1. Cell line: NCIH520. Synergy scores: synergy=60.2. (3) Drug 1: CCN(CC)CCNC(=O)c1c(C)[nH]c(C=C2C(=O)Nc3ccc(F)cc32)c1C. Drug 2: NC1CCCCC1N.O=C(O)C(=O)O.[Pt+2]. Cell line: VCAP. Synergy scores: synergy=-4.58. (4) Synergy scores: synergy=8.65. Cell line: RPMI7951. Drug 2: CC1(c2nc3c(C(N)=O)cccc3[nH]2)CCCN1. Drug 1: O=S1(=O)NC2(CN1CC(F)(F)F)C1CCC2Cc2cc(C=CCN3CCC(C(F)(F)F)CC3)ccc2C1. (5) Drug 1: COc1cc(C2c3cc4c(cc3C(OC3OC5COC(C)OC5C(O)C3O)C3COC(=O)C23)OCO4)cc(OC)c1O. Drug 2: Cn1cc(-c2cnn3c(N)c(Br)c(C4CCCNC4)nc23)cn1. Cell line: SW837. Synergy scores: synergy=0.422. (6) Drug 1: CS(=O)(=O)CCNCc1ccc(-c2ccc3ncnc(Nc4ccc(OCc5cccc(F)c5)c(Cl)c4)c3c2)o1. Drug 2: CCC1(O)C(=O)OCc2c1cc1n(c2=O)Cc2cc3c(CN(C)C)c(O)ccc3nc2-1. Cell line: OCUBM. Synergy scores: synergy=7.13. (7) Drug 1: CN1C(=O)C=CC2(C)C3CCC4(C)C(NC(=O)OCC(F)(F)F)CCC4C3CCC12. Drug 2: CNC(=O)c1cc(Oc2ccc(NC(=O)Nc3ccc(Cl)c(C(F)(F)F)c3)cc2)ccn1. Cell line: OCUBM. Synergy scores: synergy=11.7.